From a dataset of NCI-60 drug combinations with 297,098 pairs across 59 cell lines. Regression. Given two drug SMILES strings and cell line genomic features, predict the synergy score measuring deviation from expected non-interaction effect. (1) Synergy scores: CSS=27.0, Synergy_ZIP=0.475, Synergy_Bliss=0.728, Synergy_Loewe=-1.89, Synergy_HSA=-0.585. Drug 1: CC1CCCC2(C(O2)CC(NC(=O)CC(C(C(=O)C(C1O)C)(C)C)O)C(=CC3=CSC(=N3)C)C)C. Cell line: OVCAR3. Drug 2: CC1C(C(CC(O1)OC2CC(CC3=C2C(=C4C(=C3O)C(=O)C5=CC=CC=C5C4=O)O)(C(=O)C)O)N)O. (2) Drug 1: CN1CCC(CC1)COC2=C(C=C3C(=C2)N=CN=C3NC4=C(C=C(C=C4)Br)F)OC. Drug 2: COC1=C2C(=CC3=C1OC=C3)C=CC(=O)O2. Cell line: SF-268. Synergy scores: CSS=1.18, Synergy_ZIP=2.49, Synergy_Bliss=5.33, Synergy_Loewe=2.12, Synergy_HSA=2.07. (3) Cell line: DU-145. Synergy scores: CSS=4.92, Synergy_ZIP=-0.962, Synergy_Bliss=-0.180, Synergy_Loewe=-2.78, Synergy_HSA=-2.08. Drug 2: CC(C)CN1C=NC2=C1C3=CC=CC=C3N=C2N. Drug 1: CS(=O)(=O)CCNCC1=CC=C(O1)C2=CC3=C(C=C2)N=CN=C3NC4=CC(=C(C=C4)OCC5=CC(=CC=C5)F)Cl. (4) Drug 1: C1CN(CCN1C(=O)CCBr)C(=O)CCBr. Drug 2: N.N.Cl[Pt+2]Cl. Cell line: MDA-MB-435. Synergy scores: CSS=26.8, Synergy_ZIP=-7.32, Synergy_Bliss=-3.08, Synergy_Loewe=-11.5, Synergy_HSA=0.198. (5) Drug 1: C1=NC2=C(N1)C(=S)N=CN2. Drug 2: CC(C)NC(=O)C1=CC=C(C=C1)CNNC.Cl. Cell line: SK-MEL-28. Synergy scores: CSS=0.905, Synergy_ZIP=-2.33, Synergy_Bliss=-3.63, Synergy_Loewe=-7.15, Synergy_HSA=-3.15.